This data is from Reaction yield outcomes from USPTO patents with 853,638 reactions. The task is: Predict the reaction yield, written as a fraction of the theoretical maximum amount of product (1.0 means a 100% yield; for example, 0.34 means a 34% yield). The reactants are Br[C:2]1[CH:10]=[CH:9][C:8]([CH3:11])=[CH:7][C:3]=1[C:4]([OH:6])=[O:5].[C:12]([C:15]1[CH:16]=[C:17](B(O)O)[CH:18]=[CH:19][CH:20]=1)([OH:14])=[O:13].C([O-])([O-])=O.[Na+].[Na+]. The catalyst is COCCOC.O.C1C=CC([P]([Pd]([P](C2C=CC=CC=2)(C2C=CC=CC=2)C2C=CC=CC=2)([P](C2C=CC=CC=2)(C2C=CC=CC=2)C2C=CC=CC=2)[P](C2C=CC=CC=2)(C2C=CC=CC=2)C2C=CC=CC=2)(C2C=CC=CC=2)C2C=CC=CC=2)=CC=1.CCOC(C)=O. The product is [CH3:11][C:8]1[CH:7]=[C:3]([C:4]([OH:6])=[O:5])[C:2]([C:19]2[CH:18]=[CH:17][CH:16]=[C:15]([C:12]([OH:14])=[O:13])[CH:20]=2)=[CH:10][CH:9]=1. The yield is 0.370.